From a dataset of Drug-target binding data from BindingDB using IC50 measurements. Regression. Given a target protein amino acid sequence and a drug SMILES string, predict the binding affinity score between them. We predict pIC50 (pIC50 = -log10(IC50 in M); higher means more potent). Dataset: bindingdb_ic50. (1) The pIC50 is 6.2. The drug is O=C(O)CCC(NC(=O)C1CCCN1C(=O)CNC(=O)CNC(=O)c1ccc2c(c1)C(=O)C(=O)c1ccccc1-2)C(=O)NCC(=O)O. The target protein (P08575) has sequence MTMYLWLKLLAFGFAFLDTEVFVTGQSPTPSPTGLTTAKMPSVPLSSDPLPTHTTAFSPASTFERENDFSETTTSLSPDNTSTQVSPDSLDNASAFNTTGVSSVQTPHLPTHADSQTPSAGTDTQTFSGSAANAKLNPTPGSNAISDVPGERSTASTFPTDPVSPLTTTLSLAHHSSAALPARTSNTTITANTSDAYLNASETTTLSPSGSAVISTTTIATTPSKPTCDEKYANITVDYLYNKETKLFTAKLNVNENVECGNNTCTNNEVHNLTECKNASVSISHNSCTAPDKTLILDVPPGVEKFQLHDCTQVEKADTTICLKWKNIETFTCDTQNITYRFQCGNMIFDNKEIKLENLEPEHEYKCDSEILYNNHKFTNASKIIKTDFGSPGEPQIIFCRSEAAHQGVITWNPPQRSFHNFTLCYIKETEKDCLNLDKNLIKYDLQNLKPYTKYVLSLHAYIIAKVQRNGSAAMCHFTTKSAPPSQVWNMTVSMTSDNS.... (2) The small molecule is Cc1c(F)cccc1[C@@]1(C(=O)NO)C=C(c2cnccn2)CC1. The target protein (P56524) has sequence MSSQSHPDGLSGRDQPVELLNPARVNHMPSTVDVATALPLQVAPSAVPMDLRLDHQFSLPVAEPALREQQLQQELLALKQKQQIQRQILIAEFQRQHEQLSRQHEAQLHEHIKQQQEMLAMKHQQELLEHQRKLERHRQEQELEKQHREQKLQQLKNKEKGKESAVASTEVKMKLQEFVLNKKKALAHRNLNHCISSDPRYWYGKTQHSSLDQSSPPQSGVSTSYNHPVLGMYDAKDDFPLRKTASEPNLKLRSRLKQKVAERRSSPLLRRKDGPVVTALKKRPLDVTDSACSSAPGSGPSSPNNSSGSVSAENGIAPAVPSIPAETSLAHRLVAREGSAAPLPLYTSPSLPNITLGLPATGPSAGTAGQQDAERLTLPALQQRLSLFPGTHLTPYLSTSPLERDGGAAHSPLLQHMVLLEQPPAQAPLVTGLGALPLHAQSLVGADRVSPSIHKLRQHRPLGRTQSAPLPQNAQALQHLVIQQQHQQFLEKHKQQFQQQ.... The pIC50 is 5.6. (3) The drug is CC(C)(C)c1ccc(CC[C@@H]2CC[C@@H](O)C3[C@H](O)[C@H](O)CN32)cc1. The target protein (Q24451) has sequence MLRIRRRFALVICSGCLLVFLSLYIILNFAAPAATQIKPNYENIENKLHELENGLQEHGEEMRNLRARLAETSNRDDPIRPPLKVARSPRPGQCQDVVQDVPNVDVQMLELYDRMSFKDIDGGVWKQGWNIKYDPLKYNAHHKLKVFVVPHSHNDPGWIQTFEEYYQHDTKHILSNALRHLHDNPEMKFIWAEISYFARFYHDLGENKKLQMKSIVKNGQLEFVTGGWVMPDEANSHWRNVLLQLTEGQTWLKQFMNVTPTASWAIDPFGHSPTMPYILQKSGFKNMLIQRTHYSVKKELAQQRQLEFLWRQIWDNKGDTALFTHMMPFYSYDIPHTCGPDPKVCCQFDFKRMGSFGLSCPWKVPPRTISDQNVAARSDLLVDQWKKKAELYRTNVLLIPLGDDFRFKQNTEWDVQRVNYERLFEHINSQAHFNVQAQFGTLQEYFDAVHQAERAGQAEFPTLSGDFFTYADRSDNYWSGYYTSRPYHKRMDRVLMHYVR.... The pIC50 is 6.6. (4) The small molecule is COc1cccc(C2=NO[C@H](Cc3ccccc3)C2)c1. The target protein (P08659) has sequence MEDAKNIKKGPAPFYPLEDGTAGEQLHKAMKRYALVPGTIAFTDAHIEVNITYAEYFEMSVRLAEAMKRYGLNTNHRIVVCSENSLQFFMPVLGALFIGVAVAPANDIYNERELLNSMNISQPTVVFVSKKGLQKILNVQKKLPIIQKIIIMDSKTDYQGFQSMYTFVTSHLPPGFNEYDFVPESFDRDKTIALIMNSSGSTGLPKGVALPHRTACVRFSHARDPIFGNQIIPDTAILSVVPFHHGFGMFTTLGYLICGFRVVLMYRFEEELFLRSLQDYKIQSALLVPTLFSFFAKSTLIDKYDLSNLHEIASGGAPLSKEVGEAVAKRFHLPGIRQGYGLTETTSAILITPEGDDKPGAVGKVVPFFEAKVVDLDTGKTLGVNQRGELCVRGPMIMSGYVNNPEATNALIDKDGWLHSGDIAYWDEDEHFFIVDRLKSLIKYKGYQVAPAELESILLQHPNIFDAGVAGLPDDDAGELPAAVVVLEHGKTMTEKEIVD.... The pIC50 is 9.3. (5) The small molecule is CC(=O)c1cc2c(O)c(O)ccc2o1. The target protein sequence is MVYSYTEKKRIRKDFGKRPQVLDVPYLLSIQLDSFQKFIEQDPEGQYGLEAAFRSVFPIQSYSGNSELQYVSYRLGEPVFDVQECQIRGVTYSAPLRVKLRLVIYEREAPEGTVKDIKEQEVYMGEIPLMTDNGTFVINGTERVIVSQLHRSPGVFFDSDKGKTHSSGKVLYNARIIPYRGSWLDFEFDPKDNLFVRIDRRRKLPATIILRALNYTTEQILDLFFEKVIFEIRDNKLQMELVPERLRGETASFDIEANGKVYVEKGRRITARHIRQLEKDDVKLIEVPVEYIAGKVVAKDYIDESTGELICAANMELSLDLLAKLSQSGHKRIETLFTNDLDHGPYISETLRVDPTNDRLSALVEIYRMMRPGEPPTREAAESLFENLFFSEDRYDLSAVGRMKFNRSLLREEIEGSGILSKDDIIDVMKKLIDIRNGKGEVDDIDHLGNRRIRSVGEMAENQFRVGLVRVERAVKERLSLGDLDTLMPQDMINAKPISA.... The pIC50 is 4.3. (6) The drug is COc1cccc(-c2cc(C#N)ccc2COC(c2ccc(C#N)cc2)c2cncn2C)c1. The target protein (P49354) has sequence MAATEGVGEAAQGGEPGQPAQPPPQPHPPPPQQQHKEEMAAEAGEAVASPMDDGFVSLDSPSYVLYRDRAEWADIDPVPQNDGPNPVVQIIYSDKFRDVYDYFRAVLQRDERSERAFKLTRDAIELNAANYTVWHFRRVLLKSLQKDLHEEMNYITAIIEEQPKNYQVWHHRRVLVEWLRDPSQELEFIADILNQDAKNYHAWQHRQWVIQEFKLWDNELQYVDQLLKEDVRNNSVWNQRYFVISNTTGYNDRAVLEREVQYTLEMIKLVPHNESAWNYLKGILQDRGLSKYPNLLNQLLDLQPSHSSPYLIAFLVDIYEDMLENQCDNKEDILNKALELCEILAKEKDTIRKEYWRYIGRSLQSKHSTENDSPTNVQQ. The pIC50 is 9.1. (7) The drug is Cn1c(CNc2cccc(C(=O)NCc3ccccc3C(F)(F)F)c2)nnc1-c1ccncc1. The target protein (P43249) has sequence MELENIVANTVLLKAREGGGGKRKGKSKKWKEILKFPHINQCEDLRRTIDRDYCSLCDKQPVGRLLFRQFCETRPGLESYIQFLDSVAEYEVTPDEKLGEKGKEIMTKYLTPKSPVFITQVGRDLVSQTEEKLLQKPCKELFSACVQSVHDYLRGEPFHEYLDSMYFDRFLQWKWLERQPVTKNTFRQYRVLGKGGFGEVCACQVRATGKMYACKRLEKKRIKKRKGESMALNEKQILEKVNSRFVVNLAYAYETKDALCLVLTIMNGGDLKFHIYNMGNPGFEEERALFYAAEILCGLEDLHHENIVYRDLKPENILLDDYGHIRISDLGLAVKIPEGDLIRGRVGTVGYMAPEVLNNQRYGLSPDYWGLGCLIYEMIEGQSPFRGRKEKVKREEVDRRVLETEEVYSHKFSEEAKSICKMLLTKDAKQRLGCQEEGAAEVKRHPFFRNMNFKRLEAGMLDPPFVPDPRAVYCKDVLDIEQFSTVKGVNLDHTDDDFYS.... The pIC50 is 5.0.